From a dataset of Reaction yield outcomes from USPTO patents with 853,638 reactions. Predict the reaction yield, written as a fraction of the theoretical maximum amount of product (1.0 means a 100% yield; for example, 0.34 means a 34% yield). The reactants are C(N(CC)CC)C.[CH2:8]([OH:15])[C:9]1[CH:14]=[CH:13][CH:12]=[CH:11][CH:10]=1.Br[C:17]1[CH:26]=[CH:25][C:20]([C:21]([O:23][CH3:24])=[O:22])=[C:19]([F:27])[CH:18]=1.CN(C)[CH:30]=[O:31]. The catalyst is C([O-])(=O)C.C([O-])(=O)C.[Pd+2]. The product is [CH2:8]([O:15][C:30]([C:17]1[CH:26]=[CH:25][C:20]([C:21]([O:23][CH3:24])=[O:22])=[C:19]([F:27])[CH:18]=1)=[O:31])[C:9]1[CH:14]=[CH:13][CH:12]=[CH:11][CH:10]=1. The yield is 0.610.